The task is: Predict the reactants needed to synthesize the given product.. This data is from Full USPTO retrosynthesis dataset with 1.9M reactions from patents (1976-2016). Given the product [Cl:10][C:11]1[C:16]([CH2:17][NH:20][CH2:21][C@@H:22]([C:24]2[CH:29]=[CH:28][CH:27]=[CH:26][CH:25]=2)[OH:23])=[CH:15][CH:14]=[C:13]([Cl:19])[N:12]=1, predict the reactants needed to synthesize it. The reactants are: C(N(C(C)C)C(C)C)C.[Cl:10][C:11]1[C:16]([CH2:17]Cl)=[CH:15][CH:14]=[C:13]([Cl:19])[N:12]=1.[NH2:20][CH2:21][C@@H:22]([C:24]1[CH:29]=[CH:28][CH:27]=[CH:26][CH:25]=1)[OH:23].